This data is from Forward reaction prediction with 1.9M reactions from USPTO patents (1976-2016). The task is: Predict the product of the given reaction. (1) Given the reactants [CH3:1][O:2][C:3](=[O:15])[C@H:4]([CH3:14])[NH:5][C:6]1[CH:11]=[CH:10][C:9]([Cl:12])=[C:8]([Cl:13])[CH:7]=1.[CH:16]1(CO)[CH2:21][CH2:20][CH2:19][CH2:18][CH2:17]1, predict the reaction product. The product is: [CH:16]1([CH2:1][O:2][C:3](=[O:15])[C@H:4]([CH3:14])[NH:5][C:6]2[CH:11]=[CH:10][C:9]([Cl:12])=[C:8]([Cl:13])[CH:7]=2)[CH2:21][CH2:20][CH2:19][CH2:18][CH2:17]1. (2) Given the reactants [CH2:1]([N:5]([C:20]1[CH:25]=[CH:24][C:23]([O:26][CH3:27])=[CH:22][CH:21]=1)[S:6]([C:9]1[C:14]([F:15])=[C:13]([F:16])[C:12]([F:17])=[C:11]([F:18])[C:10]=1[F:19])(=[O:8])=[O:7])[CH2:2][CH:3]=[CH2:4].B.C1C[O:32]CC1.O.B(O[O-])=O.[Na+], predict the reaction product. The product is: [OH:32][CH2:4][CH2:3][CH2:2][CH2:1][N:5]([C:20]1[CH:21]=[CH:22][C:23]([O:26][CH3:27])=[CH:24][CH:25]=1)[S:6]([C:9]1[C:10]([F:19])=[C:11]([F:18])[C:12]([F:17])=[C:13]([F:16])[C:14]=1[F:15])(=[O:7])=[O:8]. (3) Given the reactants [OH:1][N:2]=[C:3]([C:6]1[S:7][CH:8]=[CH:9][CH:10]=1)[C:4]#[N:5].[CH2:11]([S:19](Cl)(=[O:21])=[O:20])[CH2:12][CH2:13][CH2:14][CH2:15][CH2:16][CH2:17][CH3:18], predict the reaction product. The product is: [CH2:11]([S:19]([O:1][N:2]=[C:3]([C:6]1[S:7][CH:8]=[CH:9][CH:10]=1)[C:4]#[N:5])(=[O:21])=[O:20])[CH2:12][CH2:13][CH2:14][CH2:15][CH2:16][CH2:17][CH3:18]. (4) Given the reactants C[C:2]1[CH:15]=[C:14]([CH3:16])[CH:13]=[C:12](C)[C:3]=1[C:4]([C:6]1C=CC=CC=1)=[O:5].CC1C=[CH:31][C:22]([C:23](C2C=CC=CC=2)=[O:24])=[CH:21]C=1, predict the reaction product. The product is: [C:23]([O:5][CH2:4][CH:3]([CH2:2][CH3:15])[CH2:12][CH2:13][CH2:14][CH3:16])(=[O:24])[CH:22]=[CH2:21].[C:23]([O:6][CH:4]=[CH2:5])(=[O:24])[CH3:22].[C:23]([OH:5])(=[O:24])[CH:22]=[CH2:31]. (5) Given the reactants [OH-].[Li+].[Cl:3][C:4]1[CH:9]=[CH:8][C:7]([S:10]([N:13]([CH2:21][C:22]2[CH:31]=[CH:30][C:25]([C:26]([O:28]C)=[O:27])=[CH:24][CH:23]=2)[CH:14]2[CH2:19][CH2:18][CH2:17][CH2:16][CH:15]2[CH3:20])(=[O:12])=[O:11])=[CH:6][CH:5]=1, predict the reaction product. The product is: [Cl:3][C:4]1[CH:5]=[CH:6][C:7]([S:10]([N:13]([CH2:21][C:22]2[CH:23]=[CH:24][C:25]([C:26]([OH:28])=[O:27])=[CH:30][CH:31]=2)[CH:14]2[CH2:19][CH2:18][CH2:17][CH2:16][CH:15]2[CH3:20])(=[O:11])=[O:12])=[CH:8][CH:9]=1. (6) Given the reactants [CH3:1][O:2][CH2:3][C:4]#[CH:5].[Li]CCCC.[CH2:11]([N:18]([CH2:31][C:32]1[CH:37]=[CH:36][CH:35]=[CH:34][CH:33]=1)[C@H:19]1[CH2:24][CH2:23][C@H:22]([C:25](N(OC)C)=[O:26])[CH2:21][CH2:20]1)[C:12]1[CH:17]=[CH:16][CH:15]=[CH:14][CH:13]=1, predict the reaction product. The product is: [CH2:31]([N:18]([CH2:11][C:12]1[CH:17]=[CH:16][CH:15]=[CH:14][CH:13]=1)[C@H:19]1[CH2:20][CH2:21][C@H:22]([C:25](=[O:26])[C:5]#[C:4][CH2:3][O:2][CH3:1])[CH2:23][CH2:24]1)[C:32]1[CH:33]=[CH:34][CH:35]=[CH:36][CH:37]=1.